Predict which catalyst facilitates the given reaction. From a dataset of Catalyst prediction with 721,799 reactions and 888 catalyst types from USPTO. Product: [Cl:1][C:2]1[CH:9]=[C:8]([CH:7]=[C:4]([C:5]#[N:6])[CH:3]=1)[O:10][C:11]1[C:12](=[O:31])[N:13]([CH2:21][C:22]2[C:30]3[C:25](=[N:26][CH:27]=[CH:28][CH:29]=3)[N:24]([C:38]([N:35]([CH3:32])[CH2:36][CH2:37][NH:69][C:67](=[O:68])[O:66][C:62]([CH3:65])([CH3:64])[CH3:63])=[O:43])[N:23]=2)[CH:14]=[CH:15][C:16]=1[C:17]([F:19])([F:20])[F:18]. Reactant: [Cl:1][C:2]1[CH:3]=[C:4]([CH:7]=[C:8]([O:10][C:11]2[C:12](=[O:31])[N:13]([CH2:21][C:22]3[C:30]4[C:25](=[N:26][CH:27]=[CH:28][CH:29]=4)[NH:24][N:23]=3)[CH:14]=[CH:15][C:16]=2[C:17]([F:20])([F:19])[F:18])[CH:9]=1)[C:5]#[N:6].[CH:32]([N:35]([CH:38](C)C)[CH2:36][CH3:37])(C)C.ClC(OC1C=CC([N+]([O-])=O)=CC=1)=[O:43].C(=O)([O-])N.CNC.[Cl-].[C:62]([O:66][C:67]([NH:69]CC[NH2+]C)=[O:68])([CH3:65])([CH3:64])[CH3:63]. The catalyst class is: 44.